From a dataset of Forward reaction prediction with 1.9M reactions from USPTO patents (1976-2016). Predict the product of the given reaction. (1) Given the reactants [Cl:1][C:2]1[C:3]2[CH:10]=[CH:9][NH:8][C:4]=2[N:5]=[CH:6][N:7]=1.[Br:11]NC(=O)CCC(N)=O, predict the reaction product. The product is: [Br:11][C:10]1[C:3]2[C:2]([Cl:1])=[N:7][CH:6]=[N:5][C:4]=2[NH:8][CH:9]=1. (2) Given the reactants [CH3:1][N:2]1[C:10]2([CH2:15][CH2:14][N:13]([C:16]([O:18][C:19]([CH3:22])([CH3:21])[CH3:20])=[O:17])[CH2:12][CH2:11]2)[C:6]2=[CH:7][CH:8]=[CH:9][N:5]2[CH2:4][CH2:3]1.[Br:23]N1C(=O)CCC1=O, predict the reaction product. The product is: [Br:23][C:9]1[N:5]2[CH2:4][CH2:3][N:2]([CH3:1])[C:10]3([CH2:11][CH2:12][N:13]([C:16]([O:18][C:19]([CH3:22])([CH3:21])[CH3:20])=[O:17])[CH2:14][CH2:15]3)[C:6]2=[CH:7][CH:8]=1. (3) Given the reactants Br[C:2]1[C:7]2[N:8]([CH3:12])[C:9](Cl)=[N:10][C:6]=2[CH:5]=[CH:4][CH:3]=1.[Cl:13][C:14]1[CH:19]=[C:18]([O:20][C:21]([F:24])([F:23])[F:22])[CH:17]=[C:16]([Cl:25])[C:15]=1[OH:26].C(=O)([O-])[O-].[K+].[K+].[Cu](C#N)[C:34]#[N:35], predict the reaction product. The product is: [Cl:13][C:14]1[CH:19]=[C:18]([O:20][C:21]([F:24])([F:23])[F:22])[CH:17]=[C:16]([Cl:25])[C:15]=1[O:26][C:9]1[N:8]([CH3:12])[C:7]2[C:2]([C:34]#[N:35])=[CH:3][CH:4]=[CH:5][C:6]=2[N:10]=1. (4) Given the reactants [O:1]1[C:5]2[CH:6]=[CH:7][C:8]([C:10]3([C:13]([NH:15][C:16]4[CH:17]=[C:18]5[C:22](=[CH:23][CH:24]=4)[NH:21][CH:20]([C:25]([CH3:28])([CH3:27])[CH3:26])[CH2:19]5)=[O:14])[CH2:12][CH2:11]3)=[CH:9][C:4]=2[O:3][CH2:2]1.[H-].[Na+].Cl[CH2:32][C:33]([N:35]([CH3:37])[CH3:36])=[O:34], predict the reaction product. The product is: [O:1]1[C:5]2[CH:6]=[CH:7][C:8]([C:10]3([C:13]([NH:15][C:16]4[CH:17]=[C:18]5[C:22](=[CH:23][CH:24]=4)[N:21]([CH2:32][C:33]([N:35]([CH3:37])[CH3:36])=[O:34])[C:20]([C:25]([CH3:28])([CH3:27])[CH3:26])=[CH:19]5)=[O:14])[CH2:12][CH2:11]3)=[CH:9][C:4]=2[O:3][CH2:2]1. (5) Given the reactants C1(P(C2C=CC=CC=2)C2C=CC=CC=2)C=CC=CC=1.N(C(OC(C)(C)C)=O)=NC(OC(C)(C)C)=O.[F:36][C:37]([F:46])([F:45])[C:38]1[CH:39]=[CH:40][C:41]([OH:44])=[N:42][CH:43]=1.[Cl:47][C:48]1[CH:53]=[CH:52][C:51](/[CH:54]=[CH:55]/[C:56]([N:58]2[CH2:63][CH2:62][CH:61](O)[CH2:60][CH2:59]2)=[O:57])=[C:50]([CH2:65][N:66]2[N:70]=[N:69][C:68]([CH3:71])=[N:67]2)[CH:49]=1, predict the reaction product. The product is: [Cl:47][C:48]1[CH:53]=[CH:52][C:51](/[CH:54]=[CH:55]/[C:56]([N:58]2[CH2:63][CH2:62][CH:61]([O:44][C:41]3[CH:40]=[CH:39][C:38]([C:37]([F:36])([F:45])[F:46])=[CH:43][N:42]=3)[CH2:60][CH2:59]2)=[O:57])=[C:50]([CH2:65][N:66]2[N:70]=[N:69][C:68]([CH3:71])=[N:67]2)[CH:49]=1.